From a dataset of Catalyst prediction with 721,799 reactions and 888 catalyst types from USPTO. Predict which catalyst facilitates the given reaction. (1) Reactant: [C:1]1([CH:8]=[CH:7][C:5]([OH:6])=[CH:4][CH:3]=1)[OH:2].I[CH:10]([CH3:12])[CH3:11].[OH-].[K+]. The catalyst class is: 88. Product: [CH:10]([O:2][C:1]1[CH:8]=[CH:7][C:5]([OH:6])=[CH:4][CH:3]=1)([CH3:12])[CH3:11]. (2) Reactant: [C:1]([O-:7])([O-])([O:3][CH2:4][CH3:5])[CH3:2].N1C=CC=[CH:10][CH:9]=1.[F:14][C:15]([F:26])([F:25])[C:16](O[C:16](=[O:17])[C:15]([F:26])([F:25])[F:14])=[O:17]. Product: [CH2:9]([O:7][C:1]([O:3][CH2:4][CH3:5])=[CH:2][C:16](=[O:17])[C:15]([F:26])([F:25])[F:14])[CH3:10]. The catalyst class is: 22. (3) Reactant: [CH2:1]([NH:8][C:9]([N:11](C(OC(C)(C)C)=O)[NH:12][CH3:13])=[O:10])[C:2]1[CH:7]=[CH:6][CH:5]=[CH:4][CH:3]=1.O1CCOCC1. Product: [CH3:13][NH:12][NH:11][C:9](=[O:10])[NH:8][CH2:1][C:2]1[CH:7]=[CH:6][CH:5]=[CH:4][CH:3]=1. The catalyst class is: 33. (4) Reactant: [NH2:1][C:2]1[CH:27]=[CH:26][C:5]([O:6][C:7]2[CH:12]=[CH:11][N:10]=[C:9]([NH:13][C:14]([N:16]3[CH2:21][CH2:20][CH:19]([CH2:22][N:23]([CH3:25])[CH3:24])[CH2:18][CH2:17]3)=[O:15])[CH:8]=2)=[CH:4][C:3]=1Cl. Product: [NH2:1][C:2]1[CH:27]=[CH:26][C:5]([O:6][C:7]2[CH:12]=[CH:11][N:10]=[C:9]([NH:13][C:14]([N:16]3[CH2:21][CH2:20][CH:19]([CH2:22][N:23]([CH3:24])[CH3:25])[CH2:18][CH2:17]3)=[O:15])[CH:8]=2)=[CH:4][CH:3]=1. The catalyst class is: 129. (5) Reactant: [CH2:1]([OH:3])[CH3:2].[H-].[Na+].F[C:7]1[CH:8]=[C:9]([CH:13]=[CH:14][C:15]=1[N+:16]([O-:18])=[O:17])[C:10]([NH2:12])=[O:11]. The catalyst class is: 569. Product: [CH2:1]([O:3][C:14]1[CH:13]=[C:9]([CH:8]=[CH:7][C:15]=1[N+:16]([O-:18])=[O:17])[C:10]([NH2:12])=[O:11])[CH3:2].